Dataset: Catalyst prediction with 721,799 reactions and 888 catalyst types from USPTO. Task: Predict which catalyst facilitates the given reaction. (1) Reactant: [NH2:1][C:2]1[C:7]2=[C:8]([C:14]3[CH:19]=[CH:18][C:17]([NH:20][C:21]([NH:23][C:24]4[CH:29]=[C:28]([C:30]([F:33])([F:32])[F:31])[CH:27]=[CH:26][C:25]=4[F:34])=[O:22])=[C:16]([F:35])[CH:15]=3)[CH:9]=[C:10]([CH2:11][CH2:12]Br)[N:6]2[N:5]=[CH:4][N:3]=1.[NH:36]1[CH2:41][CH2:40][O:39][CH2:38][CH2:37]1.C(N(CC)CC)C.[I-].[Na+]. The catalyst class is: 31. Product: [NH2:1][C:2]1[C:7]2=[C:8]([C:14]3[CH:19]=[CH:18][C:17]([NH:20][C:21]([NH:23][C:24]4[CH:29]=[C:28]([C:30]([F:33])([F:32])[F:31])[CH:27]=[CH:26][C:25]=4[F:34])=[O:22])=[C:16]([F:35])[CH:15]=3)[CH:9]=[C:10]([CH2:11][CH2:12][N:36]3[CH2:41][CH2:40][O:39][CH2:38][CH2:37]3)[N:6]2[N:5]=[CH:4][N:3]=1. (2) Reactant: [C:1]1(=[C:6]2[C:19]3[CH:18]=[CH:17][C:16]([O:20]C)=[CH:15][C:14]=3[O:13][C:12]3[C:7]2=[CH:8][CH:9]=[C:10]([O:22]C)[CH:11]=3)[CH2:5][CH2:4][CH2:3][CH2:2]1.B(Br)(Br)Br. Product: [CH:1]1([CH:6]2[C:7]3[CH:8]=[CH:9][C:10]([OH:22])=[CH:11][C:12]=3[O:13][C:14]3[C:19]2=[CH:18][CH:17]=[C:16]([OH:20])[CH:15]=3)[CH2:2][CH2:3][CH2:4][CH2:5]1. The catalyst class is: 2. (3) Reactant: C([O:8][CH2:9][C@H:10]([OH:17])[CH2:11][C:12]1[NH:13][CH:14]=[CH:15][N:16]=1)C1C=CC=CC=1.[H][H]. Product: [NH:13]1[CH:14]=[CH:15][N:16]=[C:12]1[CH2:11][C@@H:10]([OH:17])[CH2:9][OH:8]. The catalyst class is: 352. (4) Reactant: [F:1][C:2]1[C:3]([C:12]([OH:14])=O)=[N:4][CH:5]=[C:6]([C:8]([F:11])([F:10])[F:9])[CH:7]=1.C(N(CC)CC)C.Cl.[N:23]1([CH2:29][CH:30]([N:34]2[CH:38]=[C:37]([C:39]3[C:40]4[CH:47]=[CH:46][N:45](COCC[Si](C)(C)C)[C:41]=4[N:42]=[CH:43][N:44]=3)[CH:36]=[N:35]2)[CH2:31][C:32]#[N:33])[CH2:28][CH2:27][NH:26][CH2:25][CH2:24]1. Product: [F:1][C:2]1[C:3]([C:12]([N:26]2[CH2:25][CH2:24][N:23]([CH2:29][CH:30]([N:34]3[CH:38]=[C:37]([C:39]4[C:40]5[CH:47]=[CH:46][NH:45][C:41]=5[N:42]=[CH:43][N:44]=4)[CH:36]=[N:35]3)[CH2:31][C:32]#[N:33])[CH2:28][CH2:27]2)=[O:14])=[N:4][CH:5]=[C:6]([C:8]([F:9])([F:10])[F:11])[CH:7]=1. The catalyst class is: 1. (5) Reactant: [NH2:1][CH2:2][C@H:3]1[O:7][C@@H:6]([N:8]2[CH:15]=[CH:14][C:12](=[O:13])[NH:11][C:9]2=[O:10])[CH2:5][C@@H:4]1[OH:16].[C:17](Cl)([C:30]1[CH:35]=[CH:34][CH:33]=[CH:32][CH:31]=1)([C:24]1[CH:29]=[CH:28][CH:27]=[CH:26][CH:25]=1)[C:18]1[CH:23]=[CH:22][CH:21]=[CH:20][CH:19]=1. Product: [C:17]([NH:1][CH2:2][C@H:3]1[O:7][C@@H:6]([N:8]2[CH:15]=[CH:14][C:12](=[O:13])[NH:11][C:9]2=[O:10])[CH2:5][C@@H:4]1[OH:16])([C:18]1[CH:23]=[CH:22][CH:21]=[CH:20][CH:19]=1)([C:30]1[CH:31]=[CH:32][CH:33]=[CH:34][CH:35]=1)[C:24]1[CH:25]=[CH:26][CH:27]=[CH:28][CH:29]=1. The catalyst class is: 17. (6) Reactant: [CH:1]([N:4]1[C:10](=[O:11])[CH2:9][CH2:8][CH2:7][C:6]2[CH:12]=[C:13]([N+:16]([O-])=O)[CH:14]=[CH:15][C:5]1=2)([CH3:3])[CH3:2].[H][H]. Product: [NH2:16][C:13]1[CH:14]=[CH:15][C:5]2[N:4]([CH:1]([CH3:3])[CH3:2])[C:10](=[O:11])[CH2:9][CH2:8][CH2:7][C:6]=2[CH:12]=1. The catalyst class is: 63. (7) Reactant: [CH3:1][C:2]1[CH:7]=[CH:6][C:5]([S:8]([CH3:10])=O)=[CH:4][CH:3]=1.CCN(S(F)(F)[F:17])CC.[Sb](Cl)(Cl)Cl.C(=O)(O)[O-].[Na+]. Product: [F:17][CH2:10][S:8][C:5]1[CH:6]=[CH:7][C:2]([CH3:1])=[CH:3][CH:4]=1. The catalyst class is: 22.